This data is from Full USPTO retrosynthesis dataset with 1.9M reactions from patents (1976-2016). The task is: Predict the reactants needed to synthesize the given product. (1) Given the product [F:1][C:2]1[CH:10]=[C:9]([CH3:11])[C:8]2[N:7]([CH2:23][CH:22]([C:24]3[CH:29]=[CH:28][N:27]=[CH:26][CH:25]=3)[OH:21])[C:6]3[CH2:12][CH2:13][N:14]4[C@@H:18]([C:5]=3[C:4]=2[CH:3]=1)[CH2:17][CH2:16][CH2:15]4, predict the reactants needed to synthesize it. The reactants are: [F:1][C:2]1[CH:10]=[C:9]([CH3:11])[C:8]2[NH:7][C:6]3[CH2:12][CH2:13][N:14]4[C@@H:18]([C:5]=3[C:4]=2[CH:3]=1)[CH2:17][CH2:16][CH2:15]4.[H-].[Na+].[O:21]1[CH2:23][CH:22]1[C:24]1[CH:29]=[CH:28][N:27]=[CH:26][CH:25]=1. (2) Given the product [CH3:21][N:22]1[CH:26]=[C:25]([NH:27][C:2]2[N:7]=[C:6]3[N:8]([CH2:11][C:12]4[CH:17]=[CH:16][CH:15]=[C:14]([N+:18]([O-:20])=[O:19])[CH:13]=4)[N:9]=[CH:10][C:5]3=[CH:4][N:3]=2)[CH:24]=[N:23]1, predict the reactants needed to synthesize it. The reactants are: Cl[C:2]1[N:7]=[C:6]2[N:8]([CH2:11][C:12]3[CH:17]=[CH:16][CH:15]=[C:14]([N+:18]([O-:20])=[O:19])[CH:13]=3)[N:9]=[CH:10][C:5]2=[CH:4][N:3]=1.[CH3:21][N:22]1[CH:26]=[C:25]([NH2:27])[CH:24]=[N:23]1.Cl. (3) Given the product [C:1]([O:5][C:6](=[O:20])[N:7]([C:13]1[CH:14]=[N:15][CH:16]=[CH:17][C:18]=1[C:23]1[CH:24]=[CH:25][CH:26]=[CH:27][C:22]=1[Cl:21])[CH2:8][C:9]([F:12])([F:11])[F:10])([CH3:4])([CH3:3])[CH3:2], predict the reactants needed to synthesize it. The reactants are: [C:1]([O:5][C:6](=[O:20])[N:7]([C:13]1[CH:14]=[N:15][CH:16]=[CH:17][C:18]=1I)[CH2:8][C:9]([F:12])([F:11])[F:10])([CH3:4])([CH3:3])[CH3:2].[Cl:21][C:22]1[CH:27]=[CH:26][CH:25]=[CH:24][C:23]=1B(O)O. (4) The reactants are: [NH2:1][C:2]1[CH:7]=[C:6]([F:8])[CH:5]=[CH:4][C:3]=1[OH:9].[OH-].[K+].[C:12](=S)=[S:13]. Given the product [F:8][C:6]1[CH:5]=[CH:4][C:3]2[O:9][C:12](=[S:13])[NH:1][C:2]=2[CH:7]=1, predict the reactants needed to synthesize it. (5) The reactants are: [C:1]([OH:12])(=[O:11])[CH2:2][CH2:3][CH2:4][CH2:5][CH2:6][CH2:7][CH2:8][CH2:9][CH3:10].[CH3:13][CH2:14][CH2:15][CH2:16][CH2:17][CH2:18][CH2:19][CH2:20][CH:21]=[CH:22][CH2:23][CH2:24][CH2:25][CH2:26][CH2:27][CH2:28][CH2:29][CH3:30]. Given the product [C:1]([O:12][CH:21]([CH2:20][CH2:19][CH2:18][CH2:17][CH2:16][CH2:15][CH2:14][CH3:13])[CH2:22][CH2:23][CH2:24][CH2:25][CH2:26][CH2:27][CH2:28][CH2:29][CH3:30])(=[O:11])[CH2:2][CH2:3][CH2:4][CH2:5][CH2:6][CH2:7][CH2:8][CH2:9][CH3:10], predict the reactants needed to synthesize it. (6) The reactants are: [C:1]([OH:8])(=O)[CH2:2][CH2:3][C:4]([CH3:6])=O.[CH2:9]([NH2:17])[CH2:10][CH2:11][CH2:12][CH2:13][CH2:14][CH2:15][CH3:16]. Given the product [CH3:6][CH:4]1[N:17]([CH2:9][CH2:10][CH2:11][CH2:12][CH2:13][CH2:14][CH2:15][CH3:16])[C:1](=[O:8])[CH2:2][CH2:3]1, predict the reactants needed to synthesize it. (7) Given the product [CH3:21][S:22]([C:25]1[C:26]([C:33]2[CH:38]=[CH:37][CH:36]=[CH:35][CH:34]=2)=[C:27](/[CH:31]=[C:14]2\[C:15](=[O:20])[NH:16][C:17]3[C:13]\2=[CH:12][C:11]([S:8]([CH2:7][C:1]2[CH:2]=[CH:3][CH:4]=[CH:5][CH:6]=2)(=[O:10])=[O:9])=[CH:19][CH:18]=3)[NH:28][C:29]=1[CH3:30])(=[O:24])=[O:23], predict the reactants needed to synthesize it. The reactants are: [C:1]1([CH2:7][S:8]([C:11]2[CH:12]=[C:13]3[C:17](=[CH:18][CH:19]=2)[NH:16][C:15](=[O:20])[CH2:14]3)(=[O:10])=[O:9])[CH:6]=[CH:5][CH:4]=[CH:3][CH:2]=1.[CH3:21][S:22]([C:25]1[C:26]([C:33]2[CH:38]=[CH:37][CH:36]=[CH:35][CH:34]=2)=[C:27]([CH:31]=O)[NH:28][C:29]=1[CH3:30])(=[O:24])=[O:23].CC1(C)C(C)(C)OB(C2C=CC=C3C=2C=CN3)O1.N1CCCCC1. (8) Given the product [CH:49]1([CH2:52][N:39]2[CH2:40][CH2:41][C:21]3[N:20]([S:17]([CH2:15][CH3:16])(=[O:18])=[O:19])[C:28]4[CH:27]=[CH:26][C:25]([C:29]([N:31]5[CH2:36][CH2:35][CH:34]([CH3:37])[CH2:33][CH2:32]5)=[O:30])=[CH:24][C:23]=4[C:22]=3[CH2:38]2)[CH2:51][CH2:50]1.[C:42]([OH:48])([C:44]([F:47])([F:46])[F:45])=[O:43], predict the reactants needed to synthesize it. The reactants are: C(O[BH-](OC(=O)C)OC(=O)C)(=O)C.[Na+].[CH2:15]([S:17]([N:20]1[C:28]2[CH:27]=[CH:26][C:25]([C:29]([N:31]3[CH2:36][CH2:35][CH:34]([CH3:37])[CH2:33][CH2:32]3)=[O:30])=[CH:24][C:23]=2[C:22]2[CH2:38][NH:39][CH2:40][CH2:41][C:21]1=2)(=[O:19])=[O:18])[CH3:16].[C:42]([OH:48])([C:44]([F:47])([F:46])[F:45])=[O:43].[CH:49]1([CH:52]=O)[CH2:51][CH2:50]1. (9) Given the product [Cl:8][C:5]1[CH:6]=[CH:7][C:2]([C@@:31]2([O:52][CH3:23])[C@H:30]([OH:29])[C@@H:35]([OH:36])[C@H:34]([OH:41])[C@@H:33]([CH2:46][OH:47])[O:32]2)=[CH:3][C:4]=1[CH2:9][C:10]1[CH:15]=[CH:14][C:13]([O:16][CH2:17][C:18]([F:21])([F:20])[F:19])=[CH:12][CH:11]=1, predict the reactants needed to synthesize it. The reactants are: Br[C:2]1[CH:7]=[CH:6][C:5]([Cl:8])=[C:4]([CH2:9][C:10]2[CH:15]=[CH:14][C:13]([O:16][CH2:17][C:18]([F:21])([F:20])[F:19])=[CH:12][CH:11]=2)[CH:3]=1.[Li][CH2:23]CCC.C[Si](C)(C)[O:29][C@@H:30]1[C@@H:35]([O:36][Si](C)(C)C)[C@H:34]([O:41][Si](C)(C)C)[C@@H:33]([CH2:46][O:47][Si](C)(C)C)[O:32][C:31]1=[O:52].CS(O)(=O)=O.